From a dataset of Merck oncology drug combination screen with 23,052 pairs across 39 cell lines. Regression. Given two drug SMILES strings and cell line genomic features, predict the synergy score measuring deviation from expected non-interaction effect. (1) Drug 1: CC1CC2C3CCC4=CC(=O)C=CC4(C)C3(F)C(O)CC2(C)C1(O)C(=O)CO. Drug 2: C#Cc1cccc(Nc2ncnc3cc(OCCOC)c(OCCOC)cc23)c1. Cell line: HT144. Synergy scores: synergy=-21.4. (2) Drug 1: N#Cc1ccc(Cn2cncc2CN2CCN(c3cccc(Cl)c3)C(=O)C2)cc1. Drug 2: Cc1nc(Nc2ncc(C(=O)Nc3c(C)cccc3Cl)s2)cc(N2CCN(CCO)CC2)n1. Cell line: UWB1289. Synergy scores: synergy=14.3. (3) Drug 1: CC1(c2nc3c(C(N)=O)cccc3[nH]2)CCCN1. Drug 2: CCC1(O)C(=O)OCc2c1cc1n(c2=O)Cc2cc3c(CN(C)C)c(O)ccc3nc2-1. Cell line: NCIH23. Synergy scores: synergy=-13.2. (4) Drug 1: N.N.O=C(O)C1(C(=O)O)CCC1.[Pt]. Drug 2: CCN(CC)CCNC(=O)c1c(C)[nH]c(C=C2C(=O)Nc3ccc(F)cc32)c1C. Cell line: DLD1. Synergy scores: synergy=2.81. (5) Drug 1: CCC1=CC2CN(C1)Cc1c([nH]c3ccccc13)C(C(=O)OC)(c1cc3c(cc1OC)N(C)C1C(O)(C(=O)OC)C(OC(C)=O)C4(CC)C=CCN5CCC31C54)C2. Drug 2: COC1CC2CCC(C)C(O)(O2)C(=O)C(=O)N2CCCCC2C(=O)OC(C(C)CC2CCC(OP(C)(C)=O)C(OC)C2)CC(=O)C(C)C=C(C)C(O)C(OC)C(=O)C(C)CC(C)C=CC=CC=C1C. Cell line: EFM192B. Synergy scores: synergy=18.4.